This data is from Full USPTO retrosynthesis dataset with 1.9M reactions from patents (1976-2016). The task is: Predict the reactants needed to synthesize the given product. (1) Given the product [F:25][C:7]1[CH:8]=[C:9]([N:12]2[CH2:16][C@H:15]([CH2:17][O:18][C:19]3[CH:23]=[CH:22][O:21][N:20]=3)[O:14][C:13]2=[O:24])[CH:10]=[CH:11][C:6]=1[N:4]1[CH:3]=[CH:32][N:33]=[C:5]1[CH3:2], predict the reactants needed to synthesize it. The reactants are: O[CH:2]1[CH2:5][N:4]([C:6]2[CH:11]=[CH:10][C:9]([N:12]3[CH2:16][C@H:15]([CH2:17][O:18][C:19]4[CH:23]=[CH:22][O:21][N:20]=4)[O:14][C:13]3=[O:24])=[CH:8][C:7]=2[F:25])[CH2:3]1.FC1C=C(N2C[C@H](CO)OC2=O)C=C[C:32]=1[N:33]1C=CN=C1C. (2) Given the product [F:8][C:9]1[CH:14]=[CH:13][CH:12]=[CH:11][C:10]=1[N:15]1[C:23]2[C:18](=[C:19]([N:24]3[CH2:31][C@@H:30]4[C@@H:26]([CH2:27][N:28]([S:39]([C:33]5[CH:38]=[CH:37][CH:36]=[CH:35][CH:34]=5)(=[O:41])=[O:40])[CH2:29]4)[C:25]3=[O:32])[CH:20]=[CH:21][CH:22]=2)[CH:17]=[N:16]1, predict the reactants needed to synthesize it. The reactants are: C(N(CC)CC)C.[F:8][C:9]1[CH:14]=[CH:13][CH:12]=[CH:11][C:10]=1[N:15]1[C:23]2[C:18](=[C:19]([N:24]3[CH2:31][C@@H:30]4[C@@H:26]([CH2:27][NH:28][CH2:29]4)[C:25]3=[O:32])[CH:20]=[CH:21][CH:22]=2)[CH:17]=[N:16]1.[C:33]1([S:39](Cl)(=[O:41])=[O:40])[CH:38]=[CH:37][CH:36]=[CH:35][CH:34]=1. (3) Given the product [NH2:15][C:14]1[CH:13]=[CH:12][C:11]([N:18]2[CH2:23][CH2:22][N:21]([C:24]([C:26]3[CH:31]=[CH:30][CH:29]=[CH:28][CH:27]=3)=[O:25])[CH2:20][CH2:19]2)=[CH:10][C:9]=1[N:8]([CH2:32][C:33]1[CH:38]=[CH:37][CH:36]=[CH:35][CH:34]=1)[CH2:1][C:2]1[CH:3]=[CH:4][CH:5]=[CH:6][CH:7]=1, predict the reactants needed to synthesize it. The reactants are: [CH2:1]([N:8]([CH2:32][C:33]1[CH:38]=[CH:37][CH:36]=[CH:35][CH:34]=1)[C:9]1[CH:10]=[C:11]([N:18]2[CH2:23][CH2:22][N:21]([C:24]([C:26]3[CH:31]=[CH:30][CH:29]=[CH:28][CH:27]=3)=[O:25])[CH2:20][CH2:19]2)[CH:12]=[CH:13][C:14]=1[N+:15]([O-])=O)[C:2]1[CH:7]=[CH:6][CH:5]=[CH:4][CH:3]=1.Cl[Sn]Cl.O. (4) Given the product [Cl:1][C:2]1[CH:3]=[CH:4][C:5]([CH3:11])=[C:6]([NH:8][C:9]([NH:18][C:15]2[CH:16]=[CH:17][N:13]([CH3:12])[N:14]=2)=[S:10])[CH:7]=1, predict the reactants needed to synthesize it. The reactants are: [Cl:1][C:2]1[CH:3]=[CH:4][C:5]([CH3:11])=[C:6]([N:8]=[C:9]=[S:10])[CH:7]=1.[CH3:12][N:13]1[CH:17]=[CH:16][C:15]([NH2:18])=[N:14]1. (5) The reactants are: [Br:1][C:2]1[CH:9]=[CH:8][C:5]([CH:6]=O)=[C:4](F)[CH:3]=1.[NH2:11][C:12]([NH2:14])=[NH:13].CN(C=O)C. Given the product [Br:1][C:2]1[CH:3]=[C:4]2[C:5]([CH:6]=[N:11][C:12]([NH2:14])=[N:13]2)=[CH:8][CH:9]=1, predict the reactants needed to synthesize it. (6) Given the product [CH3:16][O:17][C:18]([C:20]1[S:32][C:23]2[C:24]3[CH:25]=[CH:26][C:27]([Cl:31])=[CH:28][C:29]=3[S:30][C:22]=2[C:21]=1[O:33][CH2:2][C:3]([O:5][C:6]([CH3:9])([CH3:8])[CH3:7])=[O:4])=[O:19], predict the reactants needed to synthesize it. The reactants are: Br[CH2:2][C:3]([O:5][C:6]([CH3:9])([CH3:8])[CH3:7])=[O:4].CC([O-])(C)C.[Na+].[CH3:16][O:17][C:18]([C:20]1[S:32][C:23]2[C:24]3[CH:25]=[CH:26][C:27]([Cl:31])=[CH:28][C:29]=3[S:30][C:22]=2[C:21]=1[OH:33])=[O:19].O.